From a dataset of NCI-60 drug combinations with 297,098 pairs across 59 cell lines. Regression. Given two drug SMILES strings and cell line genomic features, predict the synergy score measuring deviation from expected non-interaction effect. (1) Drug 1: CCCS(=O)(=O)NC1=C(C(=C(C=C1)F)C(=O)C2=CNC3=C2C=C(C=N3)C4=CC=C(C=C4)Cl)F. Drug 2: CCC1=C2CN3C(=CC4=C(C3=O)COC(=O)C4(CC)O)C2=NC5=C1C=C(C=C5)O. Cell line: HOP-62. Synergy scores: CSS=44.1, Synergy_ZIP=6.39, Synergy_Bliss=5.96, Synergy_Loewe=-38.6, Synergy_HSA=4.55. (2) Drug 1: C1=CN(C(=O)N=C1N)C2C(C(C(O2)CO)O)O.Cl. Drug 2: CCC(=C(C1=CC=CC=C1)C2=CC=C(C=C2)OCCN(C)C)C3=CC=CC=C3.C(C(=O)O)C(CC(=O)O)(C(=O)O)O. Cell line: COLO 205. Synergy scores: CSS=45.0, Synergy_ZIP=3.04, Synergy_Bliss=2.77, Synergy_Loewe=-9.35, Synergy_HSA=2.93.